Dataset: Forward reaction prediction with 1.9M reactions from USPTO patents (1976-2016). Task: Predict the product of the given reaction. (1) Given the reactants [CH2:1]([O:4][C:5]1[CH:10]=[CH:9][C:8]([CH2:11][C@@H:12]([NH:29][C:30](=[O:46])[O:31][CH2:32][CH:33]2[C:45]3[CH:44]=[CH:43][CH:42]=CC=3C3[C:34]2=CC=CC=3)[C:13](=[O:28])[NH:14][C@H:15]([CH2:19][O:20][CH2:21]CCCCC=C)[CH:16]([CH3:18])[CH3:17])=[CH:7][CH:6]=1)C=C, predict the reaction product. The product is: [CH:16]([C@@H:15]1[NH:14][C:13](=[O:28])[C@H:12]([NH:29][C:30](=[O:46])[O:31][CH2:32][CH:33]2[C:34]3[CH:9]=[CH:10][CH:5]=[CH:6][C:7]=3[C:8]3[C:45]2=[CH:44][CH:43]=[CH:42][CH:11]=3)[CH2:11][C:8]2=[CH:9][CH:10]=[C:5]([CH:6]=[CH:7]2)[O:4][CH2:1][CH:32]=[CH:33][CH2:45][CH2:44][CH2:43][CH2:42][CH2:21][O:20][CH2:19]1)([CH3:17])[CH3:18]. (2) Given the reactants [CH:1]1([C:4]2[C:5]([N:27]3[CH2:32][CH2:31][CH2:30][C@H:29]([NH:33]C(=O)OC(C)(C)C)[CH2:28]3)=[N:6][C:7]([N:10]3[C:18]4[CH:17]=[C:16]([C:19]5[CH:20]=[N:21][CH:22]=[C:23]([CH2:25][CH3:26])[CH:24]=5)[N:15]=[CH:14][C:13]=4[CH:12]=[N:11]3)=[CH:8][CH:9]=2)[CH2:3][CH2:2]1.Cl, predict the reaction product. The product is: [CH:1]1([C:4]2[C:5]([N:27]3[CH2:32][CH2:31][CH2:30][C@H:29]([NH2:33])[CH2:28]3)=[N:6][C:7]([N:10]3[C:18]4[CH:17]=[C:16]([C:19]5[CH:20]=[N:21][CH:22]=[C:23]([CH2:25][CH3:26])[CH:24]=5)[N:15]=[CH:14][C:13]=4[CH:12]=[N:11]3)=[CH:8][CH:9]=2)[CH2:3][CH2:2]1. (3) Given the reactants Cl.[NH2:2][CH:3]([C:6]1[CH:11]=[CH:10][CH:9]=[CH:8][CH:7]=1)[C:4]#[N:5].C(N(C(C)C)CC)(C)C.[CH3:21][O:22][C:23]1[CH:24]=[C:25]([CH2:33][CH2:34][C:35](Cl)=[O:36])[CH:26]=[CH:27][C:28]=1[O:29][CH2:30][C:31]#[CH:32], predict the reaction product. The product is: [C:6]1([CH:3]([NH:2][C:35](=[O:36])[CH2:34][CH2:33][C:25]2[CH:26]=[CH:27][C:28]([O:29][CH2:30][C:31]#[CH:32])=[C:23]([O:22][CH3:21])[CH:24]=2)[C:4]#[N:5])[CH:11]=[CH:10][CH:9]=[CH:8][CH:7]=1. (4) Given the reactants C(N(CC)C(C)C)(C)C.[CH:10]([N:13]1[CH2:18][CH2:17][CH:16]([C:19]2[CH:24]=[CH:23][C:22]([NH2:25])=[CH:21][CH:20]=2)[CH2:15][CH2:14]1)([CH3:12])[CH3:11].[Br:26][C:27]1[N:32]2[CH:33]=[CH:34][N:35]=[C:31]2[C:30](Br)=[N:29][CH:28]=1, predict the reaction product. The product is: [Br:26][C:27]1[N:32]2[CH:33]=[CH:34][N:35]=[C:31]2[C:30]([NH:25][C:22]2[CH:21]=[CH:20][C:19]([CH:16]3[CH2:15][CH2:14][N:13]([CH:10]([CH3:12])[CH3:11])[CH2:18][CH2:17]3)=[CH:24][CH:23]=2)=[N:29][CH:28]=1.